Dataset: Full USPTO retrosynthesis dataset with 1.9M reactions from patents (1976-2016). Task: Predict the reactants needed to synthesize the given product. (1) Given the product [CH3:1][C:2]1[CH:7]=[CH:6][CH:5]=[CH:4][C:3]=1[C:8]1[C:21](=[O:22])[N:20]([C@H:23]2[CH2:27][CH2:26][O:25][CH2:24]2)[C:11]2[N:12]=[C:13]([NH:28][CH:29]3[CH2:30][CH2:31][N:32]([C:35]([O:37][C:38]([CH3:41])([CH3:40])[CH3:39])=[O:36])[CH2:33][CH2:34]3)[N:14]=[CH:15][C:10]=2[CH:9]=1, predict the reactants needed to synthesize it. The reactants are: [CH3:1][C:2]1[CH:7]=[CH:6][CH:5]=[CH:4][C:3]=1[C:8]1[C:21](=[O:22])[N:20]([C@H:23]2[CH2:27][CH2:26][O:25][CH2:24]2)[C:11]2[N:12]=[C:13](S(C)(=O)=O)[N:14]=[CH:15][C:10]=2[CH:9]=1.[NH2:28][CH:29]1[CH2:34][CH2:33][N:32]([C:35]([O:37][C:38]([CH3:41])([CH3:40])[CH3:39])=[O:36])[CH2:31][CH2:30]1. (2) Given the product [Br:5][C:6]1[CH:7]=[C:8]2[C:13](=[CH:14][CH:15]=1)[C:12]([CH2:16][N:17]1[C:23](=[O:24])[C@@H:22]([NH:25][C:26](=[O:38])[C@@H:27]([N:29]([C:31]([O:33][C:34]([CH3:37])([CH3:35])[CH3:36])=[O:32])[CH3:30])[CH3:28])[CH2:21][O:20][C:19]3[C:39]([C:43]([OH:45])=[O:44])=[CH:40][CH:41]=[CH:42][C:18]1=3)=[C:11]([O:47][CH3:48])[CH:10]=[CH:9]2, predict the reactants needed to synthesize it. The reactants are: O[Li].O.O.[Br:5][C:6]1[CH:7]=[C:8]2[C:13](=[CH:14][CH:15]=1)[C:12]([CH2:16][N:17]1[C:23](=[O:24])[C@@H:22]([NH:25][C:26](=[O:38])[C@@H:27]([N:29]([C:31]([O:33][C:34]([CH3:37])([CH3:36])[CH3:35])=[O:32])[CH3:30])[CH3:28])[CH2:21][O:20][C:19]3[C:39]([C:43]([O:45]C)=[O:44])=[CH:40][CH:41]=[CH:42][C:18]1=3)=[C:11]([O:47][CH3:48])[CH:10]=[CH:9]2. (3) Given the product [CH3:1][C:2]1[C:7]([O:8][CH3:9])=[C:6]([CH3:10])[C:5]([CH2:11][S@@:12]([C:13]2[NH:21][C:20]3[CH:19]=[C:18]([O:22][CH3:23])[CH:17]=[CH:16][C:15]=3[N:14]=2)=[O:24])=[N:4][CH:3]=1, predict the reactants needed to synthesize it. The reactants are: [CH3:1][C:2]1[CH:3]=[N:4][C:5]([CH2:11][S+:12]([O-:24])[C:13]2[NH:14][C:15]3[CH:16]=[CH:17][C:18]([O:22][CH3:23])=[CH:19][C:20]=3[N:21]=2)=[C:6]([CH3:10])[C:7]=1[O:8][CH3:9].C1(C(C2C=CC=CC=2)(O)[C@H](C2C=CC=CC=2)O)C=CC=CC=1.